The task is: Predict the product of the given reaction.. This data is from Forward reaction prediction with 1.9M reactions from USPTO patents (1976-2016). (1) Given the reactants C([O:8][C:9]([C:11]1[CH:16]=[CH:15][C:14]([N:17]2[CH2:22][CH2:21][C:20]([CH3:28])([C:23]([O:25][CH2:26][CH3:27])=[O:24])[CH2:19][CH2:18]2)=[CH:13][CH:12]=1)=[O:10])C1C=CC=CC=1, predict the reaction product. The product is: [CH2:26]([O:25][C:23]([C:20]1([CH3:28])[CH2:19][CH2:18][N:17]([C:14]2[CH:13]=[CH:12][C:11]([C:9]([OH:10])=[O:8])=[CH:16][CH:15]=2)[CH2:22][CH2:21]1)=[O:24])[CH3:27]. (2) Given the reactants [CH:1]([N:4]1[C:9](=[O:10])[CH:8]=[CH:7][C:6]([C:11]2[S:15][C:14]([C:16](OCC)=[O:17])=[N:13][C:12]=2[C:21]2[CH:26]=[CH:25][CH:24]=[CH:23][CH:22]=2)=[N:5]1)([CH3:3])[CH3:2].[CH2:27]([NH2:31])[CH2:28][CH2:29][CH3:30].O.Cl, predict the reaction product. The product is: [CH2:27]([NH:31][C:16]([C:14]1[S:15][C:11]([C:6]2[CH:7]=[CH:8][C:9](=[O:10])[N:4]([CH:1]([CH3:3])[CH3:2])[N:5]=2)=[C:12]([C:21]2[CH:22]=[CH:23][CH:24]=[CH:25][CH:26]=2)[N:13]=1)=[O:17])[CH2:28][CH2:29][CH3:30]. (3) Given the reactants C(OC(=O)[NH:7][CH:8]([CH:63]1[CH2:68][CH2:67][CH2:66][CH2:65][CH2:64]1)[C:9]([N:11]1[CH2:15][CH2:14][CH2:13][CH:12]1[CH2:16][C:17]1[C:25]2[C:20](=[CH:21][CH:22]=[CH:23][CH:24]=2)[N:19]([CH2:26][CH2:27][O:28][CH2:29][CH2:30][N:31]2[C:39]3[C:34](=[CH:35][CH:36]=[CH:37][CH:38]=3)[C:33]([CH2:40][CH:41]3[CH2:45][CH2:44][CH2:43][N:42]3[C:46](=[O:62])[CH:47]([NH:54]C(OC(C)(C)C)=O)[CH:48]3[CH2:53][CH2:52][CH2:51][CH2:50][CH2:49]3)=[CH:32]2)[CH:18]=1)=[O:10])(C)(C)C.FC(F)(F)C(O)=O, predict the reaction product. The product is: [NH2:7][CH:8]([CH:63]1[CH2:68][CH2:67][CH2:66][CH2:65][CH2:64]1)[C:9]([N:11]1[CH2:15][CH2:14][CH2:13][CH:12]1[CH2:16][C:17]1[C:25]2[C:20](=[CH:21][CH:22]=[CH:23][CH:24]=2)[N:19]([CH2:26][CH2:27][O:28][CH2:29][CH2:30][N:31]2[C:39]3[C:34](=[CH:35][CH:36]=[CH:37][CH:38]=3)[C:33]([CH2:40][CH:41]3[CH2:45][CH2:44][CH2:43][N:42]3[C:46](=[O:62])[CH:47]([NH2:54])[CH:48]3[CH2:53][CH2:52][CH2:51][CH2:50][CH2:49]3)=[CH:32]2)[CH:18]=1)=[O:10]. (4) The product is: [N:3]1[CH:4]=[CH:5][CH:6]=[CH:7][C:2]=1[C:11]#[C:10][CH2:9][CH2:8][C:12]1[O:13][C:14]2[CH:20]=[CH:19][CH:18]=[CH:17][C:15]=2[N:16]=1. Given the reactants Br[C:2]1[CH:7]=[CH:6][CH:5]=[CH:4][N:3]=1.[CH2:8]([C:12]1[O:13][C:14]2[CH:20]=[CH:19][CH:18]=[CH:17][C:15]=2[N:16]=1)[CH2:9][C:10]#[CH:11].C1C=CN/C(=C\N=O)/C=1, predict the reaction product. (5) Given the reactants [Br:1][C:2]1[N:3]=[C:4]2[C:10]([C:11]([OH:13])=O)=[CH:9][N:8]([CH2:14][O:15][CH2:16][CH2:17][Si:18]([CH3:21])([CH3:20])[CH3:19])[C:5]2=[N:6][CH:7]=1.[C:22]([NH2:26])([CH3:25])([CH3:24])[CH3:23].CN(C(ON1N=NC2C=CC=NC1=2)=[N+](C)C)C.F[P-](F)(F)(F)(F)F, predict the reaction product. The product is: [Br:1][C:2]1[N:3]=[C:4]2[C:10]([C:11]([NH:26][C:22]([CH3:25])([CH3:24])[CH3:23])=[O:13])=[CH:9][N:8]([CH2:14][O:15][CH2:16][CH2:17][Si:18]([CH3:21])([CH3:20])[CH3:19])[C:5]2=[N:6][CH:7]=1.